This data is from Forward reaction prediction with 1.9M reactions from USPTO patents (1976-2016). The task is: Predict the product of the given reaction. (1) Given the reactants I[C:2]1[CH:7]=[CH:6][CH:5]=[C:4]([C:8]([F:11])([F:10])[F:9])[N:3]=1.[OH:12][C@@:13]([C@H:22]1[O:27][CH2:26][CH2:25][NH:24][C:23]1=[O:28])([CH3:21])[C:14]([O:16][C:17]([CH3:20])([CH3:19])[CH3:18])=[O:15].BrC1C=CC(=O)N(C(F)F)C=1.NC1C=CNN=1, predict the reaction product. The product is: [OH:12][C@@:13]([C@H:22]1[O:27][CH2:26][CH2:25][N:24]([C:2]2[CH:7]=[CH:6][CH:5]=[C:4]([C:8]([F:11])([F:10])[F:9])[N:3]=2)[C:23]1=[O:28])([CH3:21])[C:14]([O:16][C:17]([CH3:18])([CH3:19])[CH3:20])=[O:15]. (2) Given the reactants C[O:2][C:3]([C:5]1[C:10]([O:11][CH2:12][C:13]2[CH:18]=[CH:17][CH:16]=[CH:15][CH:14]=2)=[C:9]([S:19][CH3:20])[CH:8]=[C:7]([C:21]2[O:22][CH:23]=[CH:24][CH:25]=2)[N:6]=1)=[O:4].O1CCOCC1.[OH-].[Li+], predict the reaction product. The product is: [CH2:12]([O:11][C:10]1[C:5]([C:3]([OH:4])=[O:2])=[N:6][C:7]([C:21]2[O:22][CH:23]=[CH:24][CH:25]=2)=[CH:8][C:9]=1[S:19][CH3:20])[C:13]1[CH:18]=[CH:17][CH:16]=[CH:15][CH:14]=1. (3) Given the reactants [Cl:1][C:2]1[N:7]=[C:6]2[CH2:8][CH2:9][CH2:10][C:5]2=[C:4]([Cl:11])[CH:3]=1.[Cl:12][C:13]1[CH:18]=[CH:17][C:16]([Cl:19])=[CH:15][C:14]=1B(O)O, predict the reaction product. The product is: [ClH:1].[Cl:11][C:4]1[CH:3]=[C:2]([C:17]2[CH:18]=[C:13]([Cl:12])[CH:14]=[CH:15][C:16]=2[Cl:19])[N:7]=[C:6]2[CH2:8][CH2:9][CH2:10][C:5]=12. (4) Given the reactants [O:1]1[CH:5]=[CH:4][CH:3]=[C:2]1[C:6](Cl)=[O:7].[F:9][C:10]1[CH:11]=[C:12]2[C:17](=[CH:18][CH:19]=1)[N:16]([CH3:20])[C:15](=[O:21])[C:14]([C:22]#[N:23])=[C:13]2[N:24]1[CH2:29][CH2:28][NH:27][CH2:26][CH2:25]1, predict the reaction product. The product is: [F:9][C:10]1[CH:11]=[C:12]2[C:17](=[CH:18][CH:19]=1)[N:16]([CH3:20])[C:15](=[O:21])[C:14]([C:22]#[N:23])=[C:13]2[N:24]1[CH2:25][CH2:26][N:27]([C:6]([C:2]2[O:1][CH:5]=[CH:4][CH:3]=2)=[O:7])[CH2:28][CH2:29]1. (5) Given the reactants Cl.[F:2][C:3]1[CH:8]=[CH:7][C:6]([C@@H:9]2[O:14][CH2:13][CH2:12][NH:11][CH2:10]2)=[CH:5][CH:4]=1.Cl[C:16]1[N:17]([CH3:30])[C:18](=[O:29])[CH:19]=[C:20]([C:22]2[C:27]([F:28])=[CH:26][N:25]=[CH:24][N:23]=2)[N:21]=1.C(N(CC)CC)C.Cl, predict the reaction product. The product is: [F:28][C:27]1[C:22]([C:20]2[N:21]=[C:16]([N:11]3[CH2:12][CH2:13][O:14][C@@H:9]([C:6]4[CH:5]=[CH:4][C:3]([F:2])=[CH:8][CH:7]=4)[CH2:10]3)[N:17]([CH3:30])[C:18](=[O:29])[CH:19]=2)=[N:23][CH:24]=[N:25][CH:26]=1. (6) Given the reactants [C:1]([CH:3]1[CH2:8][CH2:7][C:6](=[CH:9][C:10](OCC)=[O:11])[CH2:5][CH2:4]1)#[N:2].[H-].[H-].[H-].[H-].[Li+].[Al+3].O.[OH-].[Na+], predict the reaction product. The product is: [OH:11][CH2:10][CH:9]=[C:6]1[CH2:7][CH2:8][CH:3]([C:1]#[N:2])[CH2:4][CH2:5]1. (7) Given the reactants [C:1]([N:4]1[CH2:9][CH2:8][N:7]([S:10]([C:13]2[CH:18]=[CH:17][C:16]([CH:19]([CH3:21])[CH3:20])=[CH:15][CH:14]=2)(=[O:12])=[O:11])[C@@H:6]([C:22]([OH:24])=O)[CH2:5]1)(=[O:3])[CH3:2].Cl.[CH3:26][C:27]1[CH:34]=[C:33]([CH2:35][CH2:36][CH3:37])[CH:32]=[CH:31][C:28]=1[CH2:29][NH2:30].O.ON1C2C=CC=CC=2N=N1.Cl.C(N=C=NCCCN(C)C)C, predict the reaction product. The product is: [CH3:26][C:27]1[CH:34]=[C:33]([CH2:35][CH2:36][CH3:37])[CH:32]=[CH:31][C:28]=1[CH2:29][NH:30][C:22]([C@H:6]1[CH2:5][N:4]([C:1](=[O:3])[CH3:2])[CH2:9][CH2:8][N:7]1[S:10]([C:13]1[CH:18]=[CH:17][C:16]([CH:19]([CH3:21])[CH3:20])=[CH:15][CH:14]=1)(=[O:12])=[O:11])=[O:24]. (8) Given the reactants [Cl:1][C:2]1[CH:3]=[C:4]2[C:8](=[CH:9][CH:10]=1)[NH:7][C:6](=[O:11])[C:5]2([N:21]1[CH2:35][C@H:34]([OH:36])[CH2:33][C@H:22]1[C:23]([O:25][CH2:26][C:27]1[CH:32]=[CH:31][CH:30]=[CH:29][CH:28]=1)=[O:24])[C:12]1[CH:17]=[C:16]([CH3:18])[CH:15]=[CH:14][C:13]=1[O:19][CH3:20].[CH3:37][O:38][C:39]1[CH:44]=[CH:43][C:42]([S:45](Cl)(=[O:47])=[O:46])=[C:41]([O:49][C:50]([F:53])([F:52])[F:51])[CH:40]=1, predict the reaction product. The product is: [Cl:1][C:2]1[CH:3]=[C:4]2[C:8](=[CH:9][CH:10]=1)[N:7]([S:45]([C:42]1[CH:43]=[CH:44][C:39]([O:38][CH3:37])=[CH:40][C:41]=1[O:49][C:50]([F:51])([F:52])[F:53])(=[O:47])=[O:46])[C:6](=[O:11])[C:5]2([N:21]1[CH2:35][C@H:34]([OH:36])[CH2:33][C@H:22]1[C:23]([O:25][CH2:26][C:27]1[CH:28]=[CH:29][CH:30]=[CH:31][CH:32]=1)=[O:24])[C:12]1[CH:17]=[C:16]([CH3:18])[CH:15]=[CH:14][C:13]=1[O:19][CH3:20].